From a dataset of Forward reaction prediction with 1.9M reactions from USPTO patents (1976-2016). Predict the product of the given reaction. (1) The product is: [CH2:12]([O:16][C:17]1[C:25]2[CH:24]=[C:23]([C:26]([OH:28])=[O:27])[S:22][C:21]=2[CH:20]=[CH:19][CH:18]=1)[CH:13]([CH3:15])[CH3:14]. Given the reactants C([Li])CCC.CCCCCC.[CH2:12]([O:16][C:17]1[C:25]2[CH:24]=[CH:23][S:22][C:21]=2[CH:20]=[CH:19][CH:18]=1)[CH:13]([CH3:15])[CH3:14].[C:26](=[O:28])=[O:27], predict the reaction product. (2) Given the reactants [Cl:1][C:2]1[CH:7]=[CH:6][C:5]([CH2:8][N:9]2[C:13]3[CH:14]([CH2:18][CH2:19][OH:20])[CH2:15][CH2:16][CH2:17][C:12]=3[N:11]=[C:10]2[CH:21]([CH3:23])[CH3:22])=[CH:4][CH:3]=1.[BH3:24].C(N(CC)CC)C.[CH3:32][S:33](Cl)(=[O:35])=[O:34], predict the reaction product. The product is: [CH3:32][S:33]([O:20][CH2:19][CH2:18][CH:14]1[C:13]2[N:9]([CH2:8][C:5]3[CH:4]=[CH:3][C:2]([Cl:1])=[CH:7][CH:6]=3)[C:10]([CH:21]([CH3:23])[CH3:22])=[N:11][C:12]=2[CH2:17][CH2:16][CH2:15]1)(=[O:35])=[O:34].[BH3:24]. (3) Given the reactants F[P-](F)(F)(F)(F)F.CN(C(ON1C2=NC=CC=C2N=N1)=[N+](C)C)C.C(N(CC)C(C)C)(C)C.[C:34]([O:38][C:39]([NH:41][CH2:42][C@H:43]1[CH2:48][CH2:47][C@H:46]([C:49]([NH:51][C@H:52]([C:72](=[O:85])[NH:73][C:74]2[CH:79]=[CH:78][C:77]([C:80]3[N:81]=[N:82][NH:83][N:84]=3)=[CH:76][CH:75]=2)[CH2:53][C:54]2[CH:55]=[CH:56][C:57]([O:70][CH3:71])=[C:58]([C:60]3[CH:65]=[CH:64][C:63]([C:66](O)=[O:67])=[CH:62][C:61]=3[CH3:69])[CH:59]=2)=[O:50])[CH2:45][CH2:44]1)=[O:40])([CH3:37])([CH3:36])[CH3:35].[NH2:86][CH:87]1[CH2:92][CH2:91][N:90]([C:93]([O:95][C:96]([CH3:99])([CH3:98])[CH3:97])=[O:94])[CH2:89][CH2:88]1, predict the reaction product. The product is: [C:34]([O:38][C:39]([NH:41][CH2:42][C@H:43]1[CH2:48][CH2:47][C@H:46]([C:49]([NH:51][C@H:52]([C:72](=[O:85])[NH:73][C:74]2[CH:79]=[CH:78][C:77]([C:80]3[N:81]=[N:82][NH:83][N:84]=3)=[CH:76][CH:75]=2)[CH2:53][C:54]2[CH:55]=[CH:56][C:57]([O:70][CH3:71])=[C:58]([C:60]3[CH:65]=[CH:64][C:63]([C:66]([NH:86][CH:87]4[CH2:88][CH2:89][N:90]([C:93]([O:95][C:96]([CH3:99])([CH3:98])[CH3:97])=[O:94])[CH2:91][CH2:92]4)=[O:67])=[CH:62][C:61]=3[CH3:69])[CH:59]=2)=[O:50])[CH2:45][CH2:44]1)=[O:40])([CH3:37])([CH3:35])[CH3:36]. (4) Given the reactants Br[C:2]1[CH:11]=[CH:10][C:5]([C:6]([O:8][CH3:9])=[O:7])=[C:4]([CH3:12])[CH:3]=1.C([O-])([O-])=O.[Cs+].[Cs+].[CH3:19][N:20]1[CH2:25][CH2:24][NH:23][CH2:22][CH2:21]1, predict the reaction product. The product is: [CH3:12][C:4]1[CH:3]=[C:2]([N:23]2[CH2:24][CH2:25][N:20]([CH3:19])[CH2:21][CH2:22]2)[CH:11]=[CH:10][C:5]=1[C:6]([O:8][CH3:9])=[O:7]. (5) Given the reactants [C:1]([C:3]1[N:7]2[CH:8]=[C:9]([C:12]3[CH:17]=[CH:16][C:15]([C:18]([F:21])([F:20])[F:19])=[CH:14][CH:13]=3)[CH:10]=[CH:11][C:6]2=[N:5][CH:4]=1)#[CH:2].Br[C:23]1[S:27][C:26]([S:28]([NH2:31])(=[O:30])=[O:29])=[CH:25][CH:24]=1, predict the reaction product. The product is: [F:19][C:18]([F:20])([F:21])[C:15]1[CH:16]=[CH:17][C:12]([C:9]2[CH:10]=[CH:11][C:6]3[N:7]([C:3]([C:1]#[C:2][C:23]4[S:27][C:26]([S:28]([NH2:31])(=[O:30])=[O:29])=[CH:25][CH:24]=4)=[CH:4][N:5]=3)[CH:8]=2)=[CH:13][CH:14]=1. (6) Given the reactants [NH2:1][CH:2]1[CH:11]([CH2:12][C:13]2[CH:18]=[CH:17][CH:16]=[CH:15][CH:14]=2)[C:10]2[CH:9]=[C:8]([CH2:19][NH:20][S:21]([CH2:24][CH3:25])(=[O:23])=[O:22])[CH:7]=[CH:6][C:5]=2[CH2:4][CH2:3]1.[O:26]1[CH2:29][C:28](=O)[CH2:27]1.C[Si]([C:35]#[N:36])(C)C, predict the reaction product. The product is: [CH2:12]([CH:11]1[C:10]2[CH:9]=[C:8]([CH2:19][NH:20][S:21]([CH2:24][CH3:25])(=[O:23])=[O:22])[CH:7]=[CH:6][C:5]=2[CH2:4][CH2:3][CH:2]1[NH:1][C:28]1([C:35]#[N:36])[CH2:29][O:26][CH2:27]1)[C:13]1[CH:18]=[CH:17][CH:16]=[CH:15][CH:14]=1.